The task is: Predict which catalyst facilitates the given reaction.. This data is from Catalyst prediction with 721,799 reactions and 888 catalyst types from USPTO. (1) Reactant: [NH2:1][CH:2]([CH:4]1[CH2:9][CH2:8][N:7]([C:10]([O:12][C:13]([CH3:16])([CH3:15])[CH3:14])=[O:11])[CH2:6][CH2:5]1)[CH3:3].[Br:17][C:18]1[C:19](Cl)=[N:20][C:21]([Cl:24])=[N:22][CH:23]=1.C(N(C(C)C)C(C)C)C. Product: [Br:17][C:18]1[C:19]([NH:1][CH:2]([CH:4]2[CH2:5][CH2:6][N:7]([C:10]([O:12][C:13]([CH3:15])([CH3:14])[CH3:16])=[O:11])[CH2:8][CH2:9]2)[CH3:3])=[N:20][C:21]([Cl:24])=[N:22][CH:23]=1. The catalyst class is: 8. (2) Reactant: [OH-].[K+].[F:3][C:4]1[CH:21]=[C:20]([F:22])[CH:19]=[CH:18][C:5]=1[O:6][C:7]1[CH:17]=[CH:16][C:10]([C:11]([O:13]CC)=[O:12])=[CH:9][CH:8]=1. Product: [F:3][C:4]1[CH:21]=[C:20]([F:22])[CH:19]=[CH:18][C:5]=1[O:6][C:7]1[CH:8]=[CH:9][C:10]([C:11]([OH:13])=[O:12])=[CH:16][CH:17]=1. The catalyst class is: 20. (3) Reactant: [CH2:1]([C@@:4]1([CH3:31])[CH2:9][C@H:8]([C:10]2[CH:15]=[CH:14][CH:13]=[C:12]([Cl:16])[CH:11]=2)[C@@H:7]([C:17]2[CH:22]=[CH:21][C:20]([Cl:23])=[CH:19][CH:18]=2)[N:6]([C@@H:24]([CH2:28][CH3:29])[C:25](=[O:27])[CH3:26])[C:5]1=[O:30])[CH:2]=[CH2:3].[CH3:32][Mg]Br.C1(C)C=CC=CC=1. Product: [CH2:1]([C@@:4]1([CH3:31])[CH2:9][C@H:8]([C:10]2[CH:15]=[CH:14][CH:13]=[C:12]([Cl:16])[CH:11]=2)[C@@H:7]([C:17]2[CH:18]=[CH:19][C:20]([Cl:23])=[CH:21][CH:22]=2)[N:6]([C@@H:24]([CH2:28][CH3:29])[C:25]([OH:27])([CH3:32])[CH3:26])[C:5]1=[O:30])[CH:2]=[CH2:3]. The catalyst class is: 1. (4) Reactant: [C:1]([O:5][C:6](=[O:13])[NH:7][C@@H:8]([CH2:11][CH3:12])[CH2:9][NH2:10])([CH3:4])([CH3:3])[CH3:2].C(N(CC)CC)C.Cl[C:22](=[O:27])[C:23]([O:25][CH3:26])=[O:24]. Product: [C:1]([O:5][C:6]([NH:7][C@@H:8]([CH2:11][CH3:12])[CH2:9][NH:10][C:22](=[O:27])[C:23]([O:25][CH3:26])=[O:24])=[O:13])([CH3:4])([CH3:3])[CH3:2]. The catalyst class is: 448. (5) Reactant: [F:1][C:2]1[CH:3]=[CH:4][C:5]([O:17][CH3:18])=[C:6]([C:8]([CH3:16])([CH3:15])[CH2:9][C:10](=[O:14])[C:11]([OH:13])=O)[CH:7]=1.[NH2:19][C:20]1[CH:29]=[CH:28][CH:27]=[C:26]2[C:21]=1[CH:22]=[N:23][C:24]([CH3:30])=[N:25]2.C1(N=C=NC2CCCCC2)CCCCC1.O. Product: [CH3:30][C:24]1[N:23]=[CH:22][C:21]2[C:26](=[CH:27][CH:28]=[CH:29][C:20]=2[NH:19][C:11](=[O:13])[C:10](=[O:14])[CH2:9][C:8]([C:6]2[CH:7]=[C:2]([F:1])[CH:3]=[CH:4][C:5]=2[O:17][CH3:18])([CH3:16])[CH3:15])[N:25]=1. The catalyst class is: 3. (6) Reactant: [H-].[Li+].[Al+3].[H-].[H-].[H-].[C:7]1([C:13]2[NH:14][C:15]3[C:20]([CH:21]=2)=[CH:19][CH:18]=[C:17]([C:22](O)=[O:23])[CH:16]=3)[CH:12]=[CH:11][CH:10]=[CH:9][CH:8]=1.Cl. Product: [C:7]1([C:13]2[NH:14][C:15]3[C:20]([CH:21]=2)=[CH:19][CH:18]=[C:17]([CH2:22][OH:23])[CH:16]=3)[CH:8]=[CH:9][CH:10]=[CH:11][CH:12]=1. The catalyst class is: 7. (7) Reactant: [Br:1][C:2]1(Br)[CH2:10][CH2:9][C:5]2[CH:6]=[CH:7][S:8][C:4]=2[C:3]1=[O:11].C(=O)([O-])[O-].[Na+].[Na+]. Product: [Br:1][C:2]1[CH:10]=[CH:9][C:5]2[CH:6]=[CH:7][S:8][C:4]=2[C:3]=1[OH:11]. The catalyst class is: 9.